Dataset: Forward reaction prediction with 1.9M reactions from USPTO patents (1976-2016). Task: Predict the product of the given reaction. Given the reactants [C:1]([C:4]1[C:12]2[C:7](=[CH:8][CH:9]=[C:10]([C:13]([O:15]C)=[O:14])[CH:11]=2)[N:6]([CH2:17][C:18]([OH:20])=O)[CH:5]=1)(=[O:3])[CH3:2].Cl.[Cl:22][C:23]1[C:24]([F:39])=[C:25]([CH:36]=[CH:37][CH:38]=1)[CH2:26][NH:27][C:28]([C@@H:30]1[CH2:35][C@@H:34]2[C@@H:32]([CH2:33]2)[NH:31]1)=[O:29], predict the reaction product. The product is: [C:1]([C:4]1[C:12]2[C:7](=[CH:8][CH:9]=[C:10]([C:13]([OH:15])=[O:14])[CH:11]=2)[N:6]([CH2:17][C:18]([N:31]2[C@H:30]([C:28](=[O:29])[NH:27][CH2:26][C:25]3[CH:36]=[CH:37][CH:38]=[C:23]([Cl:22])[C:24]=3[F:39])[CH2:35][C@@H:34]3[C@H:32]2[CH2:33]3)=[O:20])[CH:5]=1)(=[O:3])[CH3:2].